This data is from Full USPTO retrosynthesis dataset with 1.9M reactions from patents (1976-2016). The task is: Predict the reactants needed to synthesize the given product. (1) Given the product [Br:15][C:16]1[CH:17]=[CH:18][C:19]([OH:24])=[C:20]([C:21]2[NH:1][N:2]=[C:3]([C:4]3[CH:5]=[N:6][CH:7]=[CH:8][C:9]=3[C:10]([F:11])([F:12])[F:13])[N:14]=2)[CH:23]=1, predict the reactants needed to synthesize it. The reactants are: [NH2:1][NH:2][C:3](=[NH:14])[C:4]1[C:9]([C:10]([F:13])([F:12])[F:11])=[CH:8][CH:7]=[N:6][CH:5]=1.[Br:15][C:16]1[CH:17]=[CH:18][C:19]([OH:24])=[C:20]([CH:23]=1)[CH:21]=O. (2) Given the product [CH2:15]([O:17][C:18]([C:19]1[S:20][C:9]2[CH:8]=[CH:7][C:6]([C:3]([CH2:1][CH3:2])=[CH:4][CH3:5])=[CH:13][C:10]=2[CH:11]=1)=[O:21])[CH3:16], predict the reactants needed to synthesize it. The reactants are: [CH2:1]([C:3]([C:6]1[CH:7]=[CH:8][C:9](F)=[C:10]([CH:13]=1)[CH:11]=O)=[CH:4][CH3:5])[CH3:2].[CH2:15]([O:17][C:18](=[O:21])[CH2:19][SH:20])[CH3:16].C([O-])([O-])=O.[K+].[K+]. (3) The reactants are: [C:1]1([S:7](NC2SC3CCCCC=3C=2C(OCC)=O)(=[O:9])=[O:8])[CH:6]=[CH:5][CH:4]=[CH:3][CH:2]=1.[NH2:25][C:26]1[S:30][C:29]2[CH2:31][CH2:32][C:33]([CH3:36])([CH3:35])[CH2:34][C:28]=2[C:27]=1[C:37]([O:39][CH2:40][CH3:41])=[O:38].C1(S(Cl)(=O)=O)C=CC=CC=1. Given the product [CH3:36][C:33]1([CH3:35])[CH2:32][CH2:31][C:29]2[S:30][C:26]([NH:25][S:7]([C:1]3[CH:6]=[CH:5][CH:4]=[CH:3][CH:2]=3)(=[O:9])=[O:8])=[C:27]([C:37]([O:39][CH2:40][CH3:41])=[O:38])[C:28]=2[CH2:34]1, predict the reactants needed to synthesize it.